Dataset: Forward reaction prediction with 1.9M reactions from USPTO patents (1976-2016). Task: Predict the product of the given reaction. (1) Given the reactants [C:1]([C:3]1[N:4]=[CH:5][C:6]([NH:18][C@@H:19]2[CH2:24][CH2:23][CH2:22][CH2:21][C@@H:20]2[NH:25]C(=O)OC(C)(C)C)=[N:7][C:8]=1[NH:9][C:10]1[CH:15]=[CH:14][C:13]([C:16]#[N:17])=[CH:12][CH:11]=1)#[N:2], predict the reaction product. The product is: [NH2:25][C@H:20]1[CH2:21][CH2:22][CH2:23][CH2:24][C@H:19]1[NH:18][C:6]1[N:7]=[C:8]([NH:9][C:10]2[CH:11]=[CH:12][C:13]([C:16]#[N:17])=[CH:14][CH:15]=2)[C:3]([C:1]#[N:2])=[N:4][CH:5]=1. (2) Given the reactants [OH:1]/[N:2]=[C:3](\Cl)/[C:4]1[CH:15]=[CH:14][C:7]2[B:8]([OH:13])[O:9][C:10]([CH3:12])([CH3:11])[C:6]=2[CH:5]=1.[Cl:17][C:18]1[CH:23]=[C:22]([C:24]([C:26]([F:29])([F:28])[F:27])=[CH2:25])[CH:21]=[CH:20][C:19]=1[F:30].CC(=O)OCC, predict the reaction product. The product is: [Cl:17][C:18]1[CH:23]=[C:22]([C:24]2([C:26]([F:29])([F:27])[F:28])[O:1][N:2]=[C:3]([C:4]3[CH:15]=[CH:14][C:7]4[B:8]([OH:13])[O:9][C:10]([CH3:12])([CH3:11])[C:6]=4[CH:5]=3)[CH2:25]2)[CH:21]=[CH:20][C:19]=1[F:30]. (3) Given the reactants [C:1]([N:4]1[C:13]2[C:8](=[CH:9][CH:10]=[CH:11][CH:12]=2)[N:7]([CH2:14][CH:15]=O)[C:6](=[O:17])[CH2:5]1)(=[O:3])[CH3:2].[C:18]([O:22][C:23](=[O:42])[N:24]([CH2:31][C:32]1[CH:41]=[CH:40][C:35]2[O:36][CH2:37][CH2:38][O:39][C:34]=2[CH:33]=1)[CH:25]1[CH2:30][CH2:29][NH:28][CH2:27][CH2:26]1)([CH3:21])([CH3:20])[CH3:19].C(O[BH-](OC(=O)C)OC(=O)C)(=O)C.[Na+].C(=O)([O-])O.[Na+], predict the reaction product. The product is: [C:18]([O:22][C:23](=[O:42])[N:24]([CH2:31][C:32]1[CH:41]=[CH:40][C:35]2[O:36][CH2:37][CH2:38][O:39][C:34]=2[CH:33]=1)[CH:25]1[CH2:30][CH2:29][N:28]([CH2:15][CH2:14][N:7]2[C:8]3[C:13](=[CH:12][CH:11]=[CH:10][CH:9]=3)[N:4]([C:1](=[O:3])[CH3:2])[CH2:5][C:6]2=[O:17])[CH2:27][CH2:26]1)([CH3:21])([CH3:19])[CH3:20]. (4) The product is: [F:45][C:40]1[CH:41]=[CH:42][CH:43]=[CH:44][C:39]=1[C:37]1[N:36]=[N:35][N:34]([C@H:33]2[C@@H:32]([OH:46])[C@@H:31]([CH2:50][OH:51])[O:30][C@@H:6]([S:7][C@@H:8]3[CH2:13][CH2:12][CH2:11][C@H:10]([N:14]4[CH:18]=[C:17]([C:19]5[CH:24]=[CH:23][CH:22]=[CH:21][C:20]=5[F:25])[N:16]=[N:15]4)[C@H:9]3[OH:26])[C@@H:5]2[OH:4])[CH:38]=1. Given the reactants C([O:4][C@@H:5]1[C@@H:33]([N:34]2[CH:38]=[C:37]([C:39]3[CH:44]=[CH:43][CH:42]=[CH:41][C:40]=3[F:45])[N:36]=[N:35]2)[C@@H:32]([O:46]C(=O)C)[C@@H:31]([CH2:50][O:51]C(=O)C)[O:30][C@H:6]1[S:7][C@@H:8]1[CH2:13][CH2:12][CH2:11][C@H:10]([N:14]2[CH:18]=[C:17]([C:19]3[CH:24]=[CH:23][CH:22]=[CH:21][C:20]=3[F:25])[N:16]=[N:15]2)[C@H:9]1[O:26]C(=O)C)(=O)C, predict the reaction product. (5) Given the reactants [Cl:1][C:2]1[CH:3]=[CH:4][C:5]([OH:41])=[C:6]([C:8]2[C:12]([C:13]#[C:14][C:15]3[CH:20]=[CH:19][C:18]([NH:21][C:22]([CH:24]4[CH2:29][O:28][CH2:27][CH2:26][N:25]4[C:30](=[O:39])[CH:31]([NH2:38])[C:32]4[CH:37]=[CH:36][CH:35]=[CH:34][CH:33]=4)=[O:23])=[CH:17][CH:16]=3)=[CH:11][N:10]([CH3:40])[N:9]=2)[CH:7]=1.[CH:42]1([C:45](O)=[O:46])[CH2:44][CH2:43]1.CC(C)N=C=NC(C)C, predict the reaction product. The product is: [Cl:1][C:2]1[CH:3]=[CH:4][C:5]([OH:41])=[C:6]([C:8]2[C:12]([C:13]#[C:14][C:15]3[CH:20]=[CH:19][C:18]([NH:21][C:22]([CH:24]4[CH2:29][O:28][CH2:27][CH2:26][N:25]4[C:30](=[O:39])[CH:31]([NH:38][C:45]([CH:42]4[CH2:44][CH2:43]4)=[O:46])[C:32]4[CH:33]=[CH:34][CH:35]=[CH:36][CH:37]=4)=[O:23])=[CH:17][CH:16]=3)=[CH:11][N:10]([CH3:40])[N:9]=2)[CH:7]=1.